This data is from Forward reaction prediction with 1.9M reactions from USPTO patents (1976-2016). The task is: Predict the product of the given reaction. (1) Given the reactants [OH2:1].[I-:2].[I-].[I-].[I-].[F:6][C:7]([F:23])([F:22])[C:8]1[C:21]2[C:12](=[S+:13][C:14]3[C:19]([N:20]=2)=[CH:18][CH:17]=[CH:16][CH:15]=3)[CH:11]=[CH:10][CH:9]=1.FC(C1[C:41]2[C:32](=[S+][C:34]3[C:39]([N:40]=2)=CC=CC=3)C=CC=1)(F)F.F[C:43]([C:46]1[C:59]2C(=[S+]C3C(N=2)=CC=CC=3)C=C[CH:47]=1)(F)F.FC(C1[C:77]2C(=[S+]C3C([N:76]=2)=CC=CC=3)C=CC=1)(F)F.[C:78]([N:85]1[CH2:90][CH2:89][NH:88][CH2:87][CH2:86]1)([O:80][C:81]([CH3:84])([CH3:83])[CH3:82])=[O:79].C[OH:92], predict the reaction product. The product is: [I-:2].[C:78]([N:85]1[CH2:86][CH2:87][N:88]([C:10]2[C:9]([N:40]3[CH2:39][CH2:34][N:76]([C:77]([O:92][C:46]([CH3:43])([CH3:47])[CH3:59])=[O:1])[CH2:32][CH2:41]3)=[C:8]([C:7]([F:6])([F:22])[F:23])[C:21]3[C:12]([CH:11]=2)=[S+:13][C:14]2[C:19](=[CH:18][CH:17]=[CH:16][CH:15]=2)[N:20]=3)[CH2:89][CH2:90]1)([O:80][C:81]([CH3:84])([CH3:83])[CH3:82])=[O:79]. (2) The product is: [ClH:39].[F:1][C:2]1[CH:7]=[CH:6][C:5]([C@H:8]2[C@@H:13]([O:14][C:15](=[O:31])[CH2:16][C:17]3[CH:18]=[C:19]([C:27]([F:29])([F:28])[F:30])[CH:20]=[C:21]([C:23]([F:24])([F:25])[F:26])[CH:22]=3)[O:12][CH2:11][CH2:10][N:9]2[CH2:32][C:33]2[CH:34]=[CH:35][CH:36]=[CH:37][CH:38]=2)=[CH:4][CH:3]=1. Given the reactants [F:1][C:2]1[CH:7]=[CH:6][C:5]([C@H:8]2[C@@H:13]([O:14][C:15](=[O:31])[CH2:16][C:17]3[CH:22]=[C:21]([C:23]([F:26])([F:25])[F:24])[CH:20]=[C:19]([C:27]([F:30])([F:29])[F:28])[CH:18]=3)[O:12][CH2:11][CH2:10][N:9]2[CH2:32][C:33]2[CH:38]=[CH:37][CH:36]=[CH:35][CH:34]=2)=[CH:4][CH:3]=1.[ClH:39], predict the reaction product. (3) Given the reactants Br[C:2]1[N:6]2[N:7]=[CH:8][C:9]([C:11]([F:14])([F:13])[CH3:12])=[N:10][C:5]2=[N:4][CH:3]=1.[F:15][C:16]1[CH:21]=[CH:20][C:19](B2OC(C)(C)C(C)(C)O2)=[CH:18][C:17]=1[C:31]1[CH:32]=[N:33][CH:34]=[CH:35][CH:36]=1, predict the reaction product. The product is: [F:13][C:11]([C:9]1[CH:8]=[N:7][N:6]2[C:2]([C:19]3[CH:20]=[CH:21][C:16]([F:15])=[C:17]([C:31]4[CH:32]=[N:33][CH:34]=[CH:35][CH:36]=4)[CH:18]=3)=[CH:3][N:4]=[C:5]2[N:10]=1)([F:14])[CH3:12]. (4) Given the reactants [Mg].Br[C:3]1[CH:8]=[CH:7][C:6]([F:9])=[CH:5][C:4]=1[O:10][CH:11]1[CH2:16][CH2:15][CH2:14][CH2:13][O:12]1.[B:17](OC)([O:20]C)[O:18]C, predict the reaction product. The product is: [F:9][C:6]1[CH:7]=[CH:8][C:3]([B:17]([OH:20])[OH:18])=[C:4]([O:10][CH:11]2[CH2:16][CH2:15][CH2:14][CH2:13][O:12]2)[CH:5]=1.